This data is from hERG potassium channel inhibition data for cardiac toxicity prediction from Karim et al.. The task is: Regression/Classification. Given a drug SMILES string, predict its toxicity properties. Task type varies by dataset: regression for continuous values (e.g., LD50, hERG inhibition percentage) or binary classification for toxic/non-toxic outcomes (e.g., AMES mutagenicity, cardiotoxicity, hepatotoxicity). Dataset: herg_karim. The drug is Cc1ncoc1-c1nnc(SCCCN2C[C@H]3C[C@@]3(c3ccc(Cl)c(Cl)c3)C2)n1C. The result is 1 (blocker).